This data is from Forward reaction prediction with 1.9M reactions from USPTO patents (1976-2016). The task is: Predict the product of the given reaction. Given the reactants C(=O)([O-])[O-].[Na+].[Na+].[Cl:7][CH2:8][C:9]([CH2:11]Cl)=[CH2:10].[C:13]([C:16]1[CH:17]=[CH:18][C:19]([OH:24])=[C:20]([CH:23]=1)[CH:21]=[O:22])(=[O:15])[CH3:14].Cl, predict the reaction product. The product is: [C:13]([C:16]1[CH:17]=[CH:18][C:19]([O:24][CH2:11][C:9]([CH2:8][Cl:7])=[CH2:10])=[C:20]([CH:23]=1)[CH:21]=[O:22])(=[O:15])[CH3:14].